This data is from Full USPTO retrosynthesis dataset with 1.9M reactions from patents (1976-2016). The task is: Predict the reactants needed to synthesize the given product. Given the product [CH3:1][CH:2]1[CH2:7][CH2:6][CH2:5][N:4]([C:8]2[CH:13]=[CH:12][CH:11]=[CH:10][C:9]=2[NH2:14])[CH2:3]1, predict the reactants needed to synthesize it. The reactants are: [CH3:1][CH:2]1[CH2:7][CH2:6][CH2:5][N:4]([C:8]2[CH:13]=[CH:12][CH:11]=[CH:10][C:9]=2[N+:14]([O-])=O)[CH2:3]1.